From a dataset of Reaction yield outcomes from USPTO patents with 853,638 reactions. Predict the reaction yield, written as a fraction of the theoretical maximum amount of product (1.0 means a 100% yield; for example, 0.34 means a 34% yield). (1) The reactants are Cl[C:2]1[N:7]=[C:6]([CH3:8])[C:5]([CH:9]([CH2:14][CH2:15][CH3:16])[C:10]([O:12][CH3:13])=[O:11])=[C:4]([C:17]2[CH:22]=[CH:21][C:20]([CH3:23])=[CH:19][CH:18]=2)[N:3]=1.[O:24]([CH:31]1[CH2:36][CH2:35][CH2:34][NH:33][CH2:32]1)[C:25]1[CH:30]=[CH:29][CH:28]=[CH:27][CH:26]=1.C(N(CC)CC)C. The catalyst is O1CCCC1. The product is [CH3:8][C:6]1[C:5]([CH:9]([CH2:14][CH2:15][CH3:16])[C:10]([O:12][CH3:13])=[O:11])=[C:4]([C:17]2[CH:22]=[CH:21][C:20]([CH3:23])=[CH:19][CH:18]=2)[N:3]=[C:2]([N:33]2[CH2:34][CH2:35][CH2:36][CH:31]([O:24][C:25]3[CH:30]=[CH:29][CH:28]=[CH:27][CH:26]=3)[CH2:32]2)[N:7]=1. The yield is 0.380. (2) The reactants are [Br:1][C:2]1[S:3][C:4]([CH2:7]Cl)=[CH:5][CH:6]=1.[CH2:9]([O:11][P:12]([O:16]CC)[O:13][CH2:14][CH3:15])[CH3:10]. No catalyst specified. The product is [CH2:9]([O:11][P:12]([CH2:7][C:4]1[S:3][C:2]([Br:1])=[CH:6][CH:5]=1)(=[O:16])[O:13][CH2:14][CH3:15])[CH3:10]. The yield is 0.903. (3) The reactants are Cl[C:2]1[N:11]=[C:10]([C:12]2[CH:17]=[C:16]([F:18])[CH:15]=[CH:14][C:13]=2[CH3:19])[CH:9]=[C:8]2[C:3]=1[CH:4]=[C:5]([NH:20][C:21]([CH:23]1[CH2:25][CH2:24]1)=[O:22])[N:6]=[CH:7]2.[CH3:26]SC.[Na].O1CCCC1.O[O:36][S:37]([O-:39])=O.[K+]. The catalyst is ClCCl.CO. The product is [F:18][C:16]1[CH:15]=[CH:14][C:13]([CH3:19])=[C:12]([C:10]2[CH:9]=[C:8]3[C:3]([CH:4]=[C:5]([NH:20][C:21]([CH:23]4[CH2:25][CH2:24]4)=[O:22])[N:6]=[CH:7]3)=[C:2]([S:37]([CH3:26])(=[O:39])=[O:36])[N:11]=2)[CH:17]=1. The yield is 0.500. (4) The reactants are C([O:3][C:4]([C:6]1[N:7]([CH3:25])[C:8]([C:12]2[CH:17]=[CH:16][CH:15]=[CH:14][C:13]=2[O:18][C:19]2[CH:24]=[CH:23][CH:22]=[CH:21][CH:20]=2)=[C:9]([CH3:11])[N:10]=1)=O)C.[CH3:26][S:27]([C:30]1[CH:36]=[CH:35][C:33]([NH2:34])=[CH:32][CH:31]=1)(=[O:29])=[O:28].C[Al](C)C. The catalyst is C1(C)C=CC=CC=1. The product is [CH3:26][S:27]([C:30]1[CH:36]=[CH:35][C:33]([NH:34][C:4]([C:6]2[N:7]([CH3:25])[C:8]([C:12]3[CH:17]=[CH:16][CH:15]=[CH:14][C:13]=3[O:18][C:19]3[CH:24]=[CH:23][CH:22]=[CH:21][CH:20]=3)=[C:9]([CH3:11])[N:10]=2)=[O:3])=[CH:32][CH:31]=1)(=[O:28])=[O:29]. The yield is 0.730. (5) The reactants are [CH3:1][C:2]1([CH3:35])[CH2:10][C@H:9]([NH:11][C:12]2[C:17]([F:18])=[CH:16][N:15]=[C:14]([NH:19][C:20]3[C:21]([F:34])=[CH:22][C:23](Br)=[C:24]([N:26]4[C:30](=[O:31])[N:29]([CH3:32])[N:28]=[N:27]4)[CH:25]=3)[N:13]=2)[CH2:8][C@H:7]2[N:3]1[CH2:4][CH2:5][CH2:6]2.C1(P(C2C=CC=CC=2)C2C=CC=CC=2)C=CC=CC=1.C(N(C(C)C)CC)(C)C.[CH2:64]([OH:67])[C:65]#[CH:66]. The catalyst is [Cu]I.C1C=CC(P(C2C=CC=CC=2)[C-]2C=CC=C2)=CC=1.C1C=CC(P(C2C=CC=CC=2)[C-]2C=CC=C2)=CC=1.Cl[Pd]Cl.[Fe+2].O1CCOCC1. The product is [CH3:1][C:2]1([CH3:35])[CH2:10][C@H:9]([NH:11][C:12]2[C:17]([F:18])=[CH:16][N:15]=[C:14]([NH:19][C:20]3[C:21]([F:34])=[CH:22][C:23]([C:66]#[C:65][CH2:64][OH:67])=[C:24]([N:26]4[C:30](=[O:31])[N:29]([CH3:32])[N:28]=[N:27]4)[CH:25]=3)[N:13]=2)[CH2:8][C@H:7]2[N:3]1[CH2:4][CH2:5][CH2:6]2. The yield is 0.220. (6) The reactants are [CH:1]([N:4]1[C:8]([C:9]2[N:18]=[C:17]3[N:11]([CH2:12][CH2:13][O:14][C:15]4[CH:22]=[C:21](O)[N:20]=[CH:19][C:16]=43)[CH:10]=2)=[N:7][CH:6]=[N:5]1)([CH3:3])[CH3:2].[NH:24]1[CH2:31][CH2:30][CH2:29][C@H:25]1[C:26]([NH2:28])=[O:27].CO. The catalyst is C(Cl)Cl. The product is [CH:1]([N:4]1[C:8]([C:9]2[N:18]=[C:17]3[C:16]4[CH:19]=[N:20][C:21]([N:24]5[CH2:31][CH2:30][CH2:29][C@H:25]5[C:26]([NH2:28])=[O:27])=[CH:22][C:15]=4[O:14][CH2:13][CH2:12][N:11]3[CH:10]=2)=[N:7][CH:6]=[N:5]1)([CH3:2])[CH3:3]. The yield is 0.440. (7) The reactants are [O:1]=[C:2]1[CH:13]2[C:14]3[N:6]([CH:7]=[CH:8][C:9]=3[CH2:10][CH2:11][C@@H:12]2[NH:15][C:16](=[O:19])[O:17][CH3:18])[CH2:5][C@@H:4]([C:20]2[NH:21][C:22]([C:25]3[CH:30]=[CH:29][C:28](B4OC(C)(C)C(C)(C)O4)=[CH:27][CH:26]=3)=[CH:23][N:24]=2)[CH2:3]1.Cl[C:41]1[CH:50]=[CH:49][C:48]2[C:43](=[CH:44][CH:45]=[C:46]([C:51]3[N:52]=[C:53]([C@@H:56]4[CH2:60][CH2:59][CH2:58][N:57]4[C:61]([O:63][C:64]([CH3:67])([CH3:66])[CH3:65])=[O:62])[NH:54][CH:55]=3)[CH:47]=2)[N:42]=1.C(=O)(O)[O-].[Na+].C1(C)C=CC=CC=1. The catalyst is O.C(COC)OC.C(O)C. The product is [CH3:18][O:17][C:16]([NH:15][C@@H:12]1[CH:13]2[C:2](=[O:1])[CH2:3][C@H:4]([C:20]3[NH:21][C:22]([C:25]4[CH:30]=[CH:29][C:28]([C:41]5[CH:50]=[CH:49][C:48]6[C:43](=[CH:44][CH:45]=[C:46]([C:51]7[N:52]=[C:53]([C@@H:56]8[CH2:60][CH2:59][CH2:58][N:57]8[C:61]([O:63][C:64]([CH3:67])([CH3:66])[CH3:65])=[O:62])[NH:54][CH:55]=7)[CH:47]=6)[N:42]=5)=[CH:27][CH:26]=4)=[CH:23][N:24]=3)[CH2:5][N:6]3[C:14]2=[C:9]([CH:8]=[CH:7]3)[CH2:10][CH2:11]1)=[O:19]. The yield is 0.680. (8) The reactants are [CH3:1][O:2][C:3](=[O:28])[CH2:4][C:5]1[CH:10]=[CH:9][CH:8]=[C:7]([O:11][CH2:12][CH2:13][CH2:14][NH:15][CH2:16][C:17]2[CH:22]=[CH:21][CH:20]=[C:19]([C:23]([F:26])([F:25])[F:24])[C:18]=2[Cl:27])[CH:6]=1.[S:29]1[CH:33]=[CH:32][C:31]([CH:34]([CH3:37])[CH:35]=O)=[CH:30]1.C(O[BH-](OC(=O)C)OC(=O)C)(=O)C.[Na+].O. The catalyst is ClCCl.C(O)(=O)C. The product is [CH3:1][O:2][C:3](=[O:28])[CH2:4][C:5]1[CH:10]=[CH:9][CH:8]=[C:7]([O:11][CH2:12][CH2:13][CH2:14][N:15]([CH2:16][C:17]2[CH:22]=[CH:21][CH:20]=[C:19]([C:23]([F:25])([F:24])[F:26])[C:18]=2[Cl:27])[CH2:35][CH:34]([C:31]2[CH:32]=[CH:33][S:29][CH:30]=2)[CH3:37])[CH:6]=1. The yield is 0.320.